Dataset: Forward reaction prediction with 1.9M reactions from USPTO patents (1976-2016). Task: Predict the product of the given reaction. Given the reactants [O:1]=[C:2]1[C:16]2[S:15][C:14]3[CH:17]=[C:18]([O:21][C:22]([F:25])([F:24])[F:23])[CH:19]=[CH:20][C:13]=3[NH:12][C:11]=2[CH2:10][C:4]2([CH2:9][CH2:8][O:7][CH2:6][CH2:5]2)[N:3]1[NH:26]C(=O)C.Cl, predict the reaction product. The product is: [NH2:26][N:3]1[C:4]2([CH2:9][CH2:8][O:7][CH2:6][CH2:5]2)[CH2:10][C:11]2[NH:12][C:13]3[CH:20]=[CH:19][C:18]([O:21][C:22]([F:24])([F:25])[F:23])=[CH:17][C:14]=3[S:15][C:16]=2[C:2]1=[O:1].